Dataset: Forward reaction prediction with 1.9M reactions from USPTO patents (1976-2016). Task: Predict the product of the given reaction. (1) Given the reactants [CH:1]1[CH:6]=[C:5]2[C:7]3[N-:40][C:39]([C:4]2=[CH:3][CH:2]=1)=[N:38][C:36]1=[N:37][C:29]([C:30]2[C:35]1=[CH:34][CH:33]=[CH:32][CH:31]=2)=[N:28][C:26]1=[N:27][C:19]([C:20]2[C:25]1=[CH:24][CH:23]=[CH:22][CH:21]=2)=[N:18][C:16]1[N-:17][C:9](=[C:10]2[C:15]=1[CH:14]=[CH:13][CH:12]=[CH:11]2)[N:8]=3.[O-2:41].[Ti+4:42].O, predict the reaction product. The product is: [CH:12]1[CH:13]=[CH:14][C:15]2[C:10](=[C:9]3[N:8]=[C:7]4[N:40]=[C:39]([C:4]5[CH:3]=[CH:2][CH:1]=[CH:6][C:5]=54)[N:38]=[C:36]4[NH:37][C:29]([C:30]5[CH:31]=[CH:32][CH:33]=[CH:34][C:35]=54)=[N:28][C:26]4=[N:27][C:19]([C:20]5[CH:21]=[CH:22][CH:23]=[CH:24][C:25]=54)=[N:18][C:16]=2[NH:17]3)[CH:11]=1.[CH:12]1[CH:11]=[C:10]2[C:9]3[N-:17][C:16]([C:15]2=[CH:14][CH:13]=1)=[N:18][C:19]1=[N:27][C:26]([C:25]2[C:20]1=[CH:21][CH:22]=[CH:23][CH:24]=2)=[N:28][C:29]1=[N:37][C:36]([C:35]2[C:30]1=[CH:31][CH:32]=[CH:33][CH:34]=2)=[N:38][C:39]1[N-:40][C:7](=[C:5]2[C:4]=1[CH:3]=[CH:2][CH:1]=[CH:6]2)[N:8]=3.[O-2:41].[Ti+4:42]. (2) Given the reactants [C:1]1([C:29]2[CH:34]=[CH:33][CH:32]=[CH:31][CH:30]=2)[C:2]([C:7]([N:9]2[CH2:13][C@H:12](O)[CH2:11][C@H:10]2[CH2:15][NH:16][C:17]([C:19]2[CH:20]=[CH:21][CH:22]=[C:23]3[C:28]=2[N:27]=[CH:26][CH:25]=[CH:24]3)=[O:18])=[O:8])=[CH:3][CH:4]=[CH:5][CH:6]=1.COCCN(S(F)(F)[F:45])CCOC, predict the reaction product. The product is: [C:1]1([C:29]2[CH:34]=[CH:33][CH:32]=[CH:31][CH:30]=2)[C:2]([C:7]([N:9]2[CH2:13][C@@H:12]([F:45])[CH2:11][C@H:10]2[CH2:15][NH:16][C:17]([C:19]2[CH:20]=[CH:21][CH:22]=[C:23]3[C:28]=2[N:27]=[CH:26][CH:25]=[CH:24]3)=[O:18])=[O:8])=[CH:3][CH:4]=[CH:5][CH:6]=1. (3) Given the reactants [ClH:1].Cl.[NH2:3][CH:4]1[CH2:9][CH2:8][N:7]([CH2:10][CH2:11][C:12]2[C:13]([Cl:24])=[CH:14][N:15]=[C:16]3[C:21]=2[N:20]([CH3:22])[C:19](=[O:23])[CH:18]=[CH:17]3)[CH2:6][CH2:5]1.[O:25]1[C:30]2=[CH:31][N:32]=[C:33]([CH:35]=O)[CH:34]=[C:29]2[CH2:28][CH2:27][CH2:26]1.Cl, predict the reaction product. The product is: [ClH:24].[ClH:1].[Cl:24][C:13]1[C:12]([CH2:11][CH2:10][N:7]2[CH2:8][CH2:9][CH:4]([NH:3][CH2:35][C:33]3[CH:34]=[C:29]4[CH2:28][CH2:27][CH2:26][O:25][C:30]4=[CH:31][N:32]=3)[CH2:5][CH2:6]2)=[C:21]2[C:16]([CH:17]=[CH:18][C:19](=[O:23])[N:20]2[CH3:22])=[N:15][CH:14]=1. (4) Given the reactants [O:1]([C:8]1[CH:13]=[CH:12][C:11](B(O)O)=[CH:10][CH:9]=1)[C:2]1[CH:7]=[CH:6][CH:5]=[CH:4][CH:3]=1.C([O-])([O-])=O.[K+].[K+].[Cl:23][C:24]1[N:29]=[C:28](Cl)[C:27]([C:31]([NH2:33])=[O:32])=[CH:26][N:25]=1, predict the reaction product. The product is: [Cl:23][C:24]1[N:29]=[C:28]([C:11]2[CH:12]=[CH:13][C:8]([O:1][C:2]3[CH:7]=[CH:6][CH:5]=[CH:4][CH:3]=3)=[CH:9][CH:10]=2)[C:27]([C:31]([NH2:33])=[O:32])=[CH:26][N:25]=1. (5) Given the reactants [Cl:1][C:2]1[CH:7]=[CH:6][CH:5]=[CH:4][C:3]=1[S:8]([N:11]1[CH2:16][CH2:15][N:14]([C:17]2[CH:25]=[CH:24][CH:23]=[CH:22][C:18]=2[C:19](O)=[O:20])[CH2:13][CH2:12]1)(=[O:10])=[O:9].CC[N:28]=C=NCCCN(C)C.C1C=CC2N(O)N=NC=2C=1.C([O-])=O.[NH4+], predict the reaction product. The product is: [Cl:1][C:2]1[CH:7]=[CH:6][CH:5]=[CH:4][C:3]=1[S:8]([N:11]1[CH2:16][CH2:15][N:14]([C:17]2[CH:25]=[CH:24][CH:23]=[CH:22][C:18]=2[C:19]([NH2:28])=[O:20])[CH2:13][CH2:12]1)(=[O:10])=[O:9]. (6) Given the reactants Cl[C:2]1[C:3]2[S:10][C:9]([C:11]3[CH:16]=[CH:15][N:14]=[CH:13][CH:12]=3)=[CH:8][C:4]=2[N:5]=[CH:6][N:7]=1.[F:17][C:18]([F:38])([F:37])[C:19]1[CH:20]=[C:21]([CH:34]=[CH:35][CH:36]=1)[C:22]([NH:24][C:25]1[CH:26]=[C:27](B(O)O)[CH:28]=[CH:29][CH:30]=1)=[O:23], predict the reaction product. The product is: [N:14]1[CH:15]=[CH:16][C:11]([C:9]2[S:10][C:3]3[C:2]([C:29]4[CH:30]=[C:25]([NH:24][C:22](=[O:23])[C:21]5[CH:34]=[CH:35][CH:36]=[C:19]([C:18]([F:37])([F:38])[F:17])[CH:20]=5)[CH:26]=[CH:27][CH:28]=4)=[N:7][CH:6]=[N:5][C:4]=3[CH:8]=2)=[CH:12][CH:13]=1. (7) Given the reactants [F:1][C:2]1[C:7]([F:8])=[CH:6][C:5]([C:9]2[CH:14]=[CH:13][C:12]([O:15][CH2:16][CH:17]3[CH2:22][CH2:21][CH2:20][N:19]([C:23](=[O:28])[CH2:24][C:25]([OH:27])=O)[CH2:18]3)=[CH:11][CH:10]=2)=[C:4]([O:29][CH3:30])[CH:3]=1.[NH2:31][OH:32], predict the reaction product. The product is: [F:1][C:2]1[C:7]([F:8])=[CH:6][C:5]([C:9]2[CH:14]=[CH:13][C:12]([O:15][CH2:16][CH:17]3[CH2:22][CH2:21][CH2:20][N:19]([C:23](=[O:28])[CH2:24][C:25]([NH:31][OH:32])=[O:27])[CH2:18]3)=[CH:11][CH:10]=2)=[C:4]([O:29][CH3:30])[CH:3]=1. (8) Given the reactants F[C:2](F)(F)[C:3]([OH:5])=O.[NH2:8][C:9]1[C:10]([CH:15]=O)=[N:11][CH:12]=[CH:13][CH:14]=1.CO[C:19]1[CH:24]=[CH:23]C=C[C:20]=1[CH2:25][CH2:26][C:27]#[N:28].[CH3:29]C([O-])(C)C.[K+], predict the reaction product. The product is: [CH3:29][O:5][C:3]1[CH:2]=[CH:23][CH:24]=[CH:19][C:20]=1[CH2:25][C:26]1[C:27]([NH2:28])=[N:8][C:9]2[C:10]([CH:15]=1)=[N:11][CH:12]=[CH:13][CH:14]=2. (9) Given the reactants Cl.Cl.[Cl:3][C:4]1[N:9]=[CH:8][C:7]([OH:10])=[C:6]([C:11]2[NH:12][CH:13]=[CH:14][N:15]=2)[CH:5]=1.Br[CH2:17][CH2:18]Br.C(=O)([O-])[O-].[Cs+].[Cs+], predict the reaction product. The product is: [Cl:3][C:4]1[N:9]=[CH:8][C:7]2[O:10][CH2:18][CH2:17][N:15]3[CH:14]=[CH:13][N:12]=[C:11]3[C:6]=2[CH:5]=1. (10) Given the reactants [C:1]([O:5][C:6]1[C:15]2[C:10](=[CH:11][CH:12]=[CH:13][CH:14]=2)[C:9]([OH:16])=[C:8]([CH3:17])[C:7]=1[CH2:18]/[CH:19]=[C:20](\[CH3:52])/[CH2:21][CH2:22]/[CH:23]=[C:24](\[CH3:51])/[CH2:25][CH2:26]/[CH:27]=[C:28](\[CH3:50])/[CH2:29][CH2:30]/[CH:31]=[C:32](\[CH3:49])/[CH2:33][CH2:34]/[CH:35]=[C:36](\[CH3:48])/[CH2:37][CH2:38]/[CH:39]=[C:40](\[CH3:47])/[CH2:41][CH2:42][CH:43]=[C:44]([CH3:46])[CH3:45])(=[O:4])[CH2:2][CH3:3].[P:53](Cl)([O:58][CH2:59][CH3:60])([O:55][CH2:56][CH3:57])=[O:54].CCN(CC)CC, predict the reaction product. The product is: [C:1]([O:5][C:6]1[C:15]2[C:10](=[CH:11][CH:12]=[CH:13][CH:14]=2)[C:9]([O:16][P:53]([O:58][CH2:59][CH3:60])([O:55][CH2:56][CH3:57])=[O:54])=[C:8]([CH3:17])[C:7]=1[CH2:18]/[CH:19]=[C:20](\[CH3:52])/[CH2:21][CH2:22]/[CH:23]=[C:24](\[CH3:51])/[CH2:25][CH2:26]/[CH:27]=[C:28](\[CH3:50])/[CH2:29][CH2:30]/[CH:31]=[C:32](\[CH3:49])/[CH2:33][CH2:34]/[CH:35]=[C:36](\[CH3:48])/[CH2:37][CH2:38]/[CH:39]=[C:40](\[CH3:47])/[CH2:41][CH2:42][CH:43]=[C:44]([CH3:46])[CH3:45])(=[O:4])[CH2:2][CH3:3].